Dataset: Drug-target binding data from BindingDB using IC50 measurements. Task: Regression. Given a target protein amino acid sequence and a drug SMILES string, predict the binding affinity score between them. We predict pIC50 (pIC50 = -log10(IC50 in M); higher means more potent). Dataset: bindingdb_ic50. (1) The target protein (Q9UJW3) has sequence MAAIPALDPEAEPSMDVILVGSSELSSSVSPGTGRDLIAYEVKANQRNIEDICICCGSLQVHTQHPLFEGGICAPCKDKFLDALFLYDDDGYQSYCSICCSGETLLICGNPDCTRCYCFECVDSLVGPGTSGKVHAMSNWVCYLCLPSSRSGLLQRRRKWRSQLKAFYDRESENPLEMFETVPVWRRQPVRVLSLFEDIKKELTSLGFLESGSDPGQLKHVVDVTDTVRKDVEEWGPFDLVYGATPPLGHTCDRPPSWYLFQFHRLLQYARPKPGSPRPFFWMFVDNLVLNKEDLDVASRFLEMEPVTIPDVHGGSLQNAVRVWSNIPAIRSRHWALVSEEELSLLAQNKQSSKLAAKWPTKLVKNCFLPLREYFKYFSTELTSSL. The pIC50 is 4.4. The compound is Cc1cc(Nc2ccc(NC(=O)c3cccc(Nc4ccnc5ccccc45)c3)cc2)nc(N)n1. (2) The compound is CCOC(=O)C1=C[C@@H](OC(CC)CC)[C@H](NC(C)=O)[C@@H](N)C1. The target protein sequence is MNPNQKIITIGSVSLTIATVCFLMQIAILATTVTLHFKQHECDSPASNQVMPCEPIIIERNITEIVYLNNTTIEKEICPKVVEYRNWSKPQCQITGFAPFSKDNSIRLSAGGDIWVTREPYVSCDPGKCYQFALGQGTTLDNKHSNDTVHDRIPHRTLLMNELGVPFHLGTRQVCIAWSSSSCHDGKAWLHVCITGDDKNATASFIYDGRLVDSIGSWSQNILRTQESECVCINGTCTVVMTDGSASGRADTRILFIEEGKIVHISPLSGSAQHIEECSCYPRYPGVRCICRDNWKGSNRPVVDINMEDYSIDSSYVCSGLVGDTPRNDDSSSNSNCRNPNNERGTQGVKGWAFDNGNDLWMGRTISKESRSGYETFKVIGGWSTPNSKSQVNRQVIVDNNNWSGYSGIFSVEGKSCINRCFYVELIRGRPQETRVWWTSNSIVVFCGTSGTYGTGSWPDGANINFMPI. The pIC50 is 6.1. (3) The drug is O=C(O)/C=C/c1ccc(-c2ccc(O)c(C(=O)O)c2)o1. The target protein sequence is MAGIFYFALFSCLFGICDAVTGSRVYPANEVTLLDSRSVQGELGWIASPLEGGWEEVSIMDEKNTPIRTYQVCNVMEPSQNNWLRTDWITREGAQRVYIEIKFTLRDCNSLPGVMGTCKETFNLYYYESDNDKERFIRENQFVKIDTIAADESFTQVDIGDRIMKLNTEIRDVGPLSKKGFYLAFQDVGACIALVSVRVFYKKCPLTVRNLAQFPDTITGADTSSLVEVRGSCVNNSEEKDVPKMYCGADGEWLVPIGNCLCNAGHEERSGECQACKIGYYKALSTDATCAKCPPHSYSVWEGATSCTCDRGFFRADNDAASMPCTRPPSAPLNLISNVNETSVNLEWSSPQNTGGRQDISYNVVCKKCGAGDPSKCRPCGSGVHYTPQQNGLKTTKVSITDLLAHTNYTFEIWAVNGVSKYNPNPDQSVSVTVTTNQAAPSSIALVQAKEVTRYSVALAWLEPDRPNGVILEYEVKYYEKDQNERSYRIVRTAARNTDI.... The pIC50 is 3.3.